This data is from Peptide-MHC class I binding affinity with 185,985 pairs from IEDB/IMGT. The task is: Regression. Given a peptide amino acid sequence and an MHC pseudo amino acid sequence, predict their binding affinity value. This is MHC class I binding data. (1) The peptide sequence is RNRDTWGTTQC. The MHC is Mamu-A02 with pseudo-sequence Mamu-A02. The binding affinity (normalized) is 0. (2) The peptide sequence is WTGNYFTDT. The MHC is HLA-A31:01 with pseudo-sequence HLA-A31:01. The binding affinity (normalized) is 0. (3) The peptide sequence is GLLASAPGI. The MHC is HLA-A02:19 with pseudo-sequence HLA-A02:19. The binding affinity (normalized) is 0.622. (4) The peptide sequence is NQFGSVPAL. The MHC is HLA-B39:01 with pseudo-sequence HLA-B39:01. The binding affinity (normalized) is 0.677.